Dataset: Forward reaction prediction with 1.9M reactions from USPTO patents (1976-2016). Task: Predict the product of the given reaction. (1) Given the reactants [CH2:1]([O:8][C:9]([N:11]1[CH2:16][CH2:15][CH:14]([CH:17]([OH:22])[C:18]([F:21])([F:20])[F:19])[CH2:13][CH2:12]1)=[O:10])[C:2]1[CH:7]=[CH:6][CH:5]=[CH:4][CH:3]=1.N1C=CC=CC=1.[F:29][C:30]([F:43])([F:42])[S:31](O[S:31]([C:30]([F:43])([F:42])[F:29])(=[O:33])=[O:32])(=[O:33])=[O:32], predict the reaction product. The product is: [CH2:1]([O:8][C:9]([N:11]1[CH2:16][CH2:15][CH:14]([CH:17]([O:22][S:31]([C:30]([F:43])([F:42])[F:29])(=[O:33])=[O:32])[C:18]([F:20])([F:21])[F:19])[CH2:13][CH2:12]1)=[O:10])[C:2]1[CH:3]=[CH:4][CH:5]=[CH:6][CH:7]=1. (2) Given the reactants C([O:8][C@H:9]1C[N:12]([C:14]([O:16][C:17]([CH3:20])([CH3:19])[CH3:18])=[O:15])[C@H:11](CO)[CH2:10]1)C1C=CC=CC=1.[C:40]1(P([C:36]2[CH:41]=[CH:40][CH:39]=[CH:38]C=2)[C:40]2[CH:41]=[CH:36]C=[CH:38][CH:39]=2)[CH:41]=[CH:36]C=[CH:38][CH:39]=1.[N+:42]([C:45]1[CH:53]=[CH:52][C:48]([C:49]([OH:51])=[O:50])=[CH:47][CH:46]=1)([O-:44])=[O:43].[N:54](C(OC(C)C)=O)=NC(OC(C)C)=O, predict the reaction product. The product is: [N+:42]([C:45]1[CH:46]=[CH:47][C:48]([C:49]([O:51][C@@H:39]2[CH2:38][N:54]3[C:9](=[O:8])[CH2:10][CH2:11][N:12]([C:14]([O:16][C:17]([CH3:20])([CH3:19])[CH3:18])=[O:15])[CH2:36][C@@H:41]3[CH2:40]2)=[O:50])=[CH:52][CH:53]=1)([O-:44])=[O:43]. (3) Given the reactants Cl[C:2]1[CH:11]=[CH:10][C:9]2[C:8]([C:12]([NH:14][CH2:15][C:16]34[CH2:25][CH:20]5[CH2:21][CH:22]([CH2:24][CH:18]([CH2:19]5)[CH2:17]3)[CH2:23]4)=[O:13])=[C:7]([Cl:26])[CH:6]=[CH:5][C:4]=2[N:3]=1.[Br-].C([NH3+])(C)(C)C.C(N(CC)CC)C.[NH:40]1[CH2:45][CH2:44][CH:43]([N:46]2[CH:50]=[N:49][NH:48][C:47]2=[O:51])[CH2:42][CH2:41]1, predict the reaction product. The product is: [Cl:26][C:7]1[CH:6]=[CH:5][C:4]2[N:3]=[C:2]([N:40]3[CH2:41][CH2:42][CH:43]([N:46]4[C:47](=[O:51])[NH:48][N:49]=[CH:50]4)[CH2:44][CH2:45]3)[CH:11]=[CH:10][C:9]=2[C:8]=1[C:12]([NH:14][CH2:15][C:16]12[CH2:23][CH:22]3[CH2:21][CH:20]([CH2:19][CH:18]([CH2:24]3)[CH2:17]1)[CH2:25]2)=[O:13].